This data is from NCI-60 drug combinations with 297,098 pairs across 59 cell lines. The task is: Regression. Given two drug SMILES strings and cell line genomic features, predict the synergy score measuring deviation from expected non-interaction effect. (1) Drug 1: CC1=C2C(C(=O)C3(C(CC4C(C3C(C(C2(C)C)(CC1OC(=O)C(C(C5=CC=CC=C5)NC(=O)C6=CC=CC=C6)O)O)OC(=O)C7=CC=CC=C7)(CO4)OC(=O)C)O)C)OC(=O)C. Drug 2: C(CCl)NC(=O)N(CCCl)N=O. Cell line: NCIH23. Synergy scores: CSS=48.8, Synergy_ZIP=0.0945, Synergy_Bliss=1.81, Synergy_Loewe=-17.8, Synergy_HSA=0.708. (2) Synergy scores: CSS=66.6, Synergy_ZIP=-1.31, Synergy_Bliss=-3.80, Synergy_Loewe=-4.97, Synergy_HSA=-3.60. Drug 1: CC12CCC3C(C1CCC2=O)CC(=C)C4=CC(=O)C=CC34C. Drug 2: CCC1=C2CN3C(=CC4=C(C3=O)COC(=O)C4(CC)O)C2=NC5=C1C=C(C=C5)O. Cell line: COLO 205. (3) Drug 1: CN1CCC(CC1)COC2=C(C=C3C(=C2)N=CN=C3NC4=C(C=C(C=C4)Br)F)OC. Drug 2: CC1=C2C(C(=O)C3(C(CC4C(C3C(C(C2(C)C)(CC1OC(=O)C(C(C5=CC=CC=C5)NC(=O)OC(C)(C)C)O)O)OC(=O)C6=CC=CC=C6)(CO4)OC(=O)C)O)C)O. Cell line: 786-0. Synergy scores: CSS=47.7, Synergy_ZIP=3.64, Synergy_Bliss=7.27, Synergy_Loewe=-25.3, Synergy_HSA=9.07. (4) Drug 1: CC1CCC2CC(C(=CC=CC=CC(CC(C(=O)C(C(C(=CC(C(=O)CC(OC(=O)C3CCCCN3C(=O)C(=O)C1(O2)O)C(C)CC4CCC(C(C4)OC)OCCO)C)C)O)OC)C)C)C)OC. Drug 2: CC(C)NC(=O)C1=CC=C(C=C1)CNNC.Cl. Cell line: U251. Synergy scores: CSS=-1.76, Synergy_ZIP=8.92, Synergy_Bliss=-0.965, Synergy_Loewe=-3.31, Synergy_HSA=-3.43. (5) Drug 1: C1=CN(C=N1)CC(O)(P(=O)(O)O)P(=O)(O)O. Drug 2: C1CN1C2=NC(=NC(=N2)N3CC3)N4CC4. Cell line: T-47D. Synergy scores: CSS=7.26, Synergy_ZIP=-3.33, Synergy_Bliss=2.89, Synergy_Loewe=-3.45, Synergy_HSA=1.06. (6) Drug 1: CS(=O)(=O)C1=CC(=C(C=C1)C(=O)NC2=CC(=C(C=C2)Cl)C3=CC=CC=N3)Cl. Drug 2: CN(CCCl)CCCl.Cl. Cell line: MDA-MB-435. Synergy scores: CSS=-13.4, Synergy_ZIP=6.54, Synergy_Bliss=-2.80, Synergy_Loewe=-13.7, Synergy_HSA=-11.0. (7) Drug 1: CS(=O)(=O)C1=CC(=C(C=C1)C(=O)NC2=CC(=C(C=C2)Cl)C3=CC=CC=N3)Cl. Drug 2: CCC1=C2CN3C(=CC4=C(C3=O)COC(=O)C4(CC)O)C2=NC5=C1C=C(C=C5)O. Cell line: NCI-H322M. Synergy scores: CSS=14.6, Synergy_ZIP=1.40, Synergy_Bliss=1.25, Synergy_Loewe=-7.65, Synergy_HSA=0.337. (8) Drug 1: C1=CC(=CC=C1CCCC(=O)O)N(CCCl)CCCl. Drug 2: CC1CCC2CC(C(=CC=CC=CC(CC(C(=O)C(C(C(=CC(C(=O)CC(OC(=O)C3CCCCN3C(=O)C(=O)C1(O2)O)C(C)CC4CCC(C(C4)OC)O)C)C)O)OC)C)C)C)OC. Cell line: HCC-2998. Synergy scores: CSS=11.9, Synergy_ZIP=-11.5, Synergy_Bliss=-16.9, Synergy_Loewe=-32.2, Synergy_HSA=-9.63.